Dataset: Experimentally validated miRNA-target interactions with 360,000+ pairs, plus equal number of negative samples. Task: Binary Classification. Given a miRNA mature sequence and a target amino acid sequence, predict their likelihood of interaction. (1) The miRNA is mmu-miR-669o-3p with sequence ACAUAACAUACACACACACGUAU. The protein sequence of the target gene is MGTAALGAELGVRVLLFVAFLVTELLPPFQRRIQPEELWLYRNPYVEAEYFPTGRMFVIAFLTPLSLIFLAKFLRKADATDSKQACLAASLALALNGVFTNIIKLIVGRPRPDFFYRCFPDGLAHSDLTCTGDEDVVNEGRKSFPSGHSSFAFAGLAFASFYLAGKLHCFTPQGRGKSWRLCAFLSPLLFAAVIALSRTCDYKHHWQDVLVGSMIGMTFAYVCYRQYYPPLTDVECHKPFQDKHKLPSSQKPSELHHLEI. Result: 0 (no interaction). (2) The miRNA is hsa-miR-331-5p with sequence CUAGGUAUGGUCCCAGGGAUCC. The protein sequence of the target gene is MALSAETESHIYRALRTASGAAAHLVALGFTIFVAVLARPGSSLFSWHPVLMSLAFSFLMTEALLVFSPESSLLHSLSRKGRARCHWVLQLLALLCALLGLGLVILHKEQLGKAHLVTRHGQAGLLAVLWAGLQCSGGVGLLYPKLLPRWPLAKLKLYHATSGLVGYLLGSASLLLGMCSLWFTASVTGAAWYLAVLCPVLTSLVIMNQVSNAYLYRKRIQP. Result: 0 (no interaction).